This data is from Forward reaction prediction with 1.9M reactions from USPTO patents (1976-2016). The task is: Predict the product of the given reaction. (1) Given the reactants [NH2:1][C:2]([CH3:8])([CH2:5][CH2:6][CH3:7])[C:3]#[N:4].C(=O)([O-])[O-].[K+].[K+].Cl[C:16]([O:18][CH2:19][C:20]1[CH:25]=[CH:24][CH:23]=[CH:22][CH:21]=1)=[O:17], predict the reaction product. The product is: [C:3]([C:2]([NH:1][C:16](=[O:17])[O:18][CH2:19][C:20]1[CH:25]=[CH:24][CH:23]=[CH:22][CH:21]=1)([CH2:5][CH2:6][CH3:7])[CH3:8])#[N:4]. (2) The product is: [C:12]([C:9]1[C:8]([C:14]#[N:15])=[CH:7][CH:6]=[C:5]2[C:10]=1[CH:11]=[C:3]([CH:2]([F:1])[F:16])[N:4]2[CH:18]([CH3:23])[C:19]([O:21][CH3:22])=[O:20])#[N:13]. Given the reactants [F:1][CH:2]([F:16])[C:3]1[NH:4][C:5]2[C:10]([CH:11]=1)=[C:9]([C:12]#[N:13])[C:8]([C:14]#[N:15])=[CH:7][CH:6]=2.Br[CH:18]([CH3:23])[C:19]([O:21][CH3:22])=[O:20], predict the reaction product. (3) Given the reactants [Cl:1][C:2]1[C:11]2[C:6](=[CH:7][CH:8]=[C:9](C(C3C(C)=NC(C)=CC=3)O)[CH:10]=2)[N:5]=[C:4]([O:22][CH3:23])[C:3]=1[CH2:24][C:25]1[CH:30]=[CH:29][C:28]([C:31]([F:34])([F:33])[F:32])=[CH:27][CH:26]=1.N1(C2C=CC(CC3C(Cl)=NC4C(C=3Cl)=CC(Br)=CC=4C)=CC=2)C=CC=N1.[CH3:61][N:62]1[C:66]([C:67]([CH:69]2[CH2:74][CH2:73][O:72][CH2:71][CH2:70]2)=[O:68])=[CH:65][N:64]=[C:63]1[CH3:75].S1C(CC2C(OC)=NC3C(C=2Cl)=CC(C(C2N(C)C=NC=2)(C2C=NC(C(F)(F)F)=CC=2)O)=CC=3)=CC2C=CC=CC1=2, predict the reaction product. The product is: [Cl:1][C:2]1[C:11]2[C:6](=[CH:7][CH:8]=[C:9]([C:67]([C:66]3[N:62]([CH3:61])[C:63]([CH3:75])=[N:64][CH:65]=3)([CH:69]3[CH2:74][CH2:73][O:72][CH2:71][CH2:70]3)[OH:68])[CH:10]=2)[N:5]=[C:4]([O:22][CH3:23])[C:3]=1[CH2:24][C:25]1[CH:30]=[CH:29][C:28]([C:31]([F:34])([F:32])[F:33])=[CH:27][CH:26]=1. (4) Given the reactants [NH2:1][CH:2]([C:7]1[CH:12]=[CH:11][CH:10]=[CH:9][C:8]=1[N+:13]([O-])=O)[CH2:3][C:4]([OH:6])=[O:5].Cl, predict the reaction product. The product is: [NH:13]1[C:8]2[C:7](=[CH:12][CH:11]=[CH:10][CH:9]=2)[C:2]([CH2:3][C:4]([OH:6])=[O:5])=[N:1]1. (5) Given the reactants [NH2:1][C:2]1[C:45]([C:46]([F:49])([F:48])[F:47])=[CH:44][C:5]([CH2:6][C@@H:7]([CH2:23][C:24]([N:26]2[CH2:31][CH2:30][CH:29]([N:32]3[CH2:38][CH2:37][C:36]4[CH:39]=[CH:40][CH:41]=[CH:42][C:35]=4[NH:34][C:33]3=[O:43])[CH2:28][CH2:27]2)=[O:25])[C:8]([N:10]2[CH2:15][CH2:14][CH:13]([N:16]3[CH2:21][CH2:20][N:19]([CH3:22])[CH2:18][CH2:17]3)[CH2:12][CH2:11]2)=[O:9])=[CH:4][C:3]=1[Cl:50].Cl, predict the reaction product. The product is: [OH2:9].[OH2:9].[OH2:9].[OH2:9].[OH2:9].[ClH:50].[NH2:1][C:2]1[C:45]([C:46]([F:48])([F:47])[F:49])=[CH:44][C:5]([CH2:6][C@@H:7]([CH2:23][C:24]([N:26]2[CH2:27][CH2:28][CH:29]([N:32]3[CH2:38][CH2:37][C:36]4[CH:39]=[CH:40][CH:41]=[CH:42][C:35]=4[NH:34][C:33]3=[O:43])[CH2:30][CH2:31]2)=[O:25])[C:8]([N:10]2[CH2:15][CH2:14][CH:13]([N:16]3[CH2:21][CH2:20][N:19]([CH3:22])[CH2:18][CH2:17]3)[CH2:12][CH2:11]2)=[O:9])=[CH:4][C:3]=1[Cl:50]. (6) Given the reactants [NH:1]1[CH:5]=[CH:4][N:3]=[C:2]1[C:6]1[CH:7]=[CH:8][C:9]([CH3:50])=[C:10]([NH:12][C:13](=[O:49])[C:14]2[CH:19]=[CH:18][C:17]([O:20][CH2:21][C:22]3[CH:27]=[CH:26][C:25]([O:28][CH2:29][CH2:30][O:31][Si](C(C)(C)C)(C4C=CC=CC=4)C4C=CC=CC=4)=[CH:24][N:23]=3)=[CH:16][CH:15]=2)[CH:11]=1, predict the reaction product. The product is: [NH:1]1[CH:5]=[CH:4][N:3]=[C:2]1[C:6]1[CH:7]=[CH:8][C:9]([CH3:50])=[C:10]([NH:12][C:13](=[O:49])[C:14]2[CH:15]=[CH:16][C:17]([O:20][CH2:21][C:22]3[CH:27]=[CH:26][C:25]([O:28][CH2:29][CH2:30][OH:31])=[CH:24][N:23]=3)=[CH:18][CH:19]=2)[CH:11]=1.